Dataset: Forward reaction prediction with 1.9M reactions from USPTO patents (1976-2016). Task: Predict the product of the given reaction. (1) Given the reactants [Cl:1][CH2:2][C:3]([NH:5][OH:6])=[NH:4].[CH3:7][C:8]([CH3:14])([CH3:13])[CH2:9][C:10](Cl)=O.C(N(CC)CC)C.[Cl-].[Na+], predict the reaction product. The product is: [Cl:1][CH2:2][C:3]1[N:4]=[C:10]([CH2:9][C:8]([CH3:14])([CH3:13])[CH3:7])[O:6][N:5]=1. (2) Given the reactants C[O:2][C:3](=[O:36])[CH:4]([C:11]1[CH:16]=[CH:15][C:14]([CH:17]=[CH:18][C:19](=[O:35])[NH:20][C:21]2[CH:26]=[CH:25][CH:24]=[CH:23][C:22]=2[NH:27][C:28]([O:30][C:31]([CH3:34])([CH3:33])[CH3:32])=[O:29])=[CH:13][CH:12]=1)[N:5]1[CH2:9][CH2:8][CH:7]([OH:10])[CH2:6]1.[Li+].[OH-], predict the reaction product. The product is: [C:31]([O:30][C:28]([NH:27][C:22]1[CH:23]=[CH:24][CH:25]=[CH:26][C:21]=1[NH:20][C:19](/[CH:18]=[CH:17]/[C:14]1[CH:13]=[CH:12][C:11]([CH:4]([N:5]2[CH2:9][CH2:8][C@H:7]([OH:10])[CH2:6]2)[C:3]([OH:36])=[O:2])=[CH:16][CH:15]=1)=[O:35])=[O:29])([CH3:34])([CH3:32])[CH3:33]. (3) Given the reactants [N:1]1[CH:6]=[CH:5][CH:4]=[C:3](/[CH:7]=[CH:8]/[CH2:9][C:10]([OH:12])=O)[CH:2]=1.C(Cl)(=O)C(Cl)=O.[NH2:19][CH2:20][CH2:21][NH:22][C:23](=[O:29])[O:24][C:25]([CH3:28])([CH3:27])[CH3:26].CCN(CC)CC, predict the reaction product. The product is: [N:1]1[CH:6]=[CH:5][CH:4]=[C:3](/[CH:7]=[CH:8]/[CH2:9][C:10]([NH:19][CH2:20][CH2:21][NH:22][C:23](=[O:29])[O:24][C:25]([CH3:27])([CH3:26])[CH3:28])=[O:12])[CH:2]=1. (4) Given the reactants C[O:2][C:3]([C:5]1[C:14]([OH:15])=[C:13]2[C:8]([CH:9]=[CH:10][C:11](=[O:23])[N:12]2[CH2:16][C:17]2[CH:22]=[CH:21][CH:20]=[CH:19][CH:18]=2)=[C:7]([C:24]#[N:25])[N:6]=1)=O.Cl.[NH2:27][CH2:28][CH2:29][S:30]([NH2:33])(=[O:32])=[O:31].C[O-].[Na+], predict the reaction product. The product is: [S:30]([CH2:29][CH2:28][NH:27][C:3]([C:5]1[C:14]([OH:15])=[C:13]2[C:8]([CH:9]=[CH:10][C:11](=[O:23])[N:12]2[CH2:16][C:17]2[CH:22]=[CH:21][CH:20]=[CH:19][CH:18]=2)=[C:7]([C:24]#[N:25])[N:6]=1)=[O:2])(=[O:32])(=[O:31])[NH2:33]. (5) Given the reactants [F:1][C:2]([F:14])([F:13])[C:3]1[CH:4]=[C:5]([CH:10]=[CH:11][CH:12]=1)[C:6](=[N:8][OH:9])[NH2:7].[Cl:15][C:16]1[CH:20]=[CH:19][S:18][C:17]=1[C:21](Cl)=O, predict the reaction product. The product is: [Cl:15][C:16]1[CH:20]=[CH:19][S:18][C:17]=1[C:21]1[O:9][N:8]=[C:6]([C:5]2[CH:10]=[CH:11][CH:12]=[C:3]([C:2]([F:13])([F:14])[F:1])[CH:4]=2)[N:7]=1. (6) Given the reactants [F:1][C:2]1[CH:3]=[C:4]2[C:9](=[CH:10][CH:11]=1)[O:8][CH2:7][CH2:6][CH:5]2[C:12]([OH:14])=O.[CH2:15]([N:17]1[CH:21]=[C:20]([CH2:22][NH:23][C:24]2[CH:29]=[CH:28][C:27]([CH:30]([CH3:32])[CH3:31])=[CH:26][CH:25]=2)[CH:19]=[N:18]1)[CH3:16], predict the reaction product. The product is: [CH2:15]([N:17]1[CH:21]=[C:20]([CH2:22][N:23]([C:24]2[CH:25]=[CH:26][C:27]([CH:30]([CH3:31])[CH3:32])=[CH:28][CH:29]=2)[C:12]([CH:5]2[C:4]3[C:9](=[CH:10][CH:11]=[C:2]([F:1])[CH:3]=3)[O:8][CH2:7][CH2:6]2)=[O:14])[CH:19]=[N:18]1)[CH3:16]. (7) Given the reactants Cl[C:2]1[CH:11]=[CH:10][CH:9]=[C:8]2[C:3]=1[CH:4]=[CH:5][C:6]([C:12]1[CH:17]=[C:16]([CH3:18])[CH:15]=[C:14]([CH3:19])[CH:13]=1)=[N:7]2.[CH:20]([C:23]1[CH:28]=[CH:27][C:26](B(O)O)=[CH:25][CH:24]=1)([CH3:22])[CH3:21].C1(P(C2CCCCC2)C2C=CC=CC=2C2C(OC)=CC=CC=2OC)CCCCC1.[O-]P([O-])([O-])=O.[K+].[K+].[K+], predict the reaction product. The product is: [CH3:19][C:14]1[CH:13]=[C:12]([C:6]2[CH:5]=[CH:4][C:3]3[C:8](=[CH:9][CH:10]=[CH:11][C:2]=3[C:26]3[CH:27]=[CH:28][C:23]([CH:20]([CH3:22])[CH3:21])=[CH:24][CH:25]=3)[N:7]=2)[CH:17]=[C:16]([CH3:18])[CH:15]=1. (8) Given the reactants [CH2:1]([O:3][C:4](=[O:24])[C:5]1[C:10]([NH:11]S(C2C=CC(C)=CC=2)(=O)=O)=[CH:9][C:8]([CH3:22])=[N:7][C:6]=1[CH3:23])[CH3:2].S(=O)(=O)(O)O.C(=O)([O-])[O-].[Na+].[Na+], predict the reaction product. The product is: [CH2:1]([O:3][C:4](=[O:24])[C:5]1[C:10]([NH2:11])=[CH:9][C:8]([CH3:22])=[N:7][C:6]=1[CH3:23])[CH3:2].